Predict the reactants needed to synthesize the given product. From a dataset of Full USPTO retrosynthesis dataset with 1.9M reactions from patents (1976-2016). Given the product [Cl:1][C:2]1[N:10]=[C:9]2[C:5]([N:6]=[CH:7][N:8]2[CH:11]2[CH2:15][CH2:14][CH2:13][CH2:12]2)=[C:4]([NH:17][C@H:18]2[CH2:23][CH2:22][C@@H:21]([OH:24])[CH2:20][CH2:19]2)[N:3]=1, predict the reactants needed to synthesize it. The reactants are: [Cl:1][C:2]1[N:10]=[C:9]2[C:5]([N:6]=[CH:7][N:8]2[CH:11]2[CH2:15][CH2:14][CH2:13][CH2:12]2)=[C:4](Cl)[N:3]=1.[NH2:17][C@@H:18]1[CH2:23][CH2:22][C@H:21]([OH:24])[CH2:20][CH2:19]1.